From a dataset of Catalyst prediction with 721,799 reactions and 888 catalyst types from USPTO. Predict which catalyst facilitates the given reaction. (1) Reactant: [CH:1]1([C:7]2[C:8]3[CH:24]=[CH:23][C:22]([C:25]([O:27]C)=[O:26])=[CH:21][C:9]=3[N:10]3[C:16]=2[C:15]2[CH:17]=[CH:18][CH:19]=[CH:20][C:14]=2[S:13][CH2:12][CH2:11]3)[CH2:6][CH2:5][CH2:4][CH2:3][CH2:2]1.[OH-].[Na+].Cl.O. Product: [CH:1]1([C:7]2[C:8]3[CH:24]=[CH:23][C:22]([C:25]([OH:27])=[O:26])=[CH:21][C:9]=3[N:10]3[C:16]=2[C:15]2[CH:17]=[CH:18][CH:19]=[CH:20][C:14]=2[S:13][CH2:12][CH2:11]3)[CH2:2][CH2:3][CH2:4][CH2:5][CH2:6]1. The catalyst class is: 83. (2) Reactant: [CH:1]1([CH2:4][O:5][C:6]2[CH:25]=[CH:24][C:9]3[CH:10]=[C:11]([C@H:13]4[CH2:18][CH2:17][C@H:16]([O:19][CH2:20][CH:21]([OH:23])[CH3:22])[CH2:15][CH2:14]4)[O:12][C:8]=3[CH:7]=2)[CH2:3][CH2:2]1.C(N(CC)CC)C.[CH3:33][S:34](Cl)(=[O:36])=[O:35]. Product: [CH3:33][S:34]([O:23][CH:21]([CH3:22])[CH2:20][O:19][C@H:16]1[CH2:17][CH2:18][C@H:13]([C:11]2[O:12][C:8]3[CH:7]=[C:6]([O:5][CH2:4][CH:1]4[CH2:3][CH2:2]4)[CH:25]=[CH:24][C:9]=3[CH:10]=2)[CH2:14][CH2:15]1)(=[O:36])=[O:35]. The catalyst class is: 1.